This data is from Full USPTO retrosynthesis dataset with 1.9M reactions from patents (1976-2016). The task is: Predict the reactants needed to synthesize the given product. (1) Given the product [CH3:18][S:17][C:15]1[N:16]=[C:4]2[N:3]=[C:2]([C:24]3[CH:25]=[CH:26][C:21]([CH2:20][OH:19])=[CH:22][CH:23]=3)[C:7]([C:8]3[CH:13]=[CH:12][CH:11]=[CH:10][CH:9]=3)=[CH:6][N:5]2[N:14]=1, predict the reactants needed to synthesize it. The reactants are: Cl[C:2]1[C:7]([C:8]2[CH:13]=[CH:12][CH:11]=[CH:10][CH:9]=2)=[CH:6][N:5]2[N:14]=[C:15]([S:17][CH3:18])[N:16]=[C:4]2[N:3]=1.[OH:19][CH2:20][C:21]1[CH:26]=[CH:25][C:24](B(O)O)=[CH:23][CH:22]=1.C([O-])([O-])=O.[Na+].[Na+].COCCOC. (2) Given the product [CH3:1][C:2]1[C:10]2[C:5](=[N:6][C:7]([CH3:23])=[C:8]([CH:18]([CH2:35][CH2:34][CH3:38])[C:19]([O:21][CH3:22])=[O:20])[C:9]=2[C:11]2[CH:12]=[CH:13][C:14]([CH3:17])=[CH:15][CH:16]=2)[S:4][CH:3]=1, predict the reactants needed to synthesize it. The reactants are: [CH3:1][C:2]1[C:10]2[C:5](=[N:6][C:7]([CH3:23])=[C:8]([CH2:18][C:19]([O:21][CH3:22])=[O:20])[C:9]=2[C:11]2[CH:16]=[CH:15][C:14]([CH3:17])=[CH:13][CH:12]=2)[S:4][CH:3]=1.[Li+].C[Si]([N-][Si](C)(C)C)(C)C.[CH2:34]1[CH2:38]OC[CH2:35]1.ICCC. (3) Given the product [C:3]([C:5]1[CH:6]=[CH:7][C:8]([C:11]2[C:12]([CH3:56])([CH3:55])[C@H:13]3[C@:26]([CH3:29])([CH2:27][CH:28]=2)[C@@H:25]2[C@:16]([CH3:54])([C@@:17]4([CH3:53])[C@H:22]([CH2:23][CH2:24]2)[C@H:21]2[C@H:30]([C:33]([CH3:35])=[CH2:34])[CH2:31][CH2:32][C@:20]2([C:36]([NH:38][CH2:39][CH2:40][C:41]([N:43]2[CH2:44][CH2:45][CH:46]([C:49]([OH:51])=[O:50])[CH2:47][CH2:48]2)=[O:42])=[O:37])[CH2:19][CH2:18]4)[CH2:15][CH2:14]3)=[CH:9][CH:10]=1)([OH:4])=[O:2], predict the reactants needed to synthesize it. The reactants are: C[O:2][C:3]([C:5]1[CH:10]=[CH:9][C:8]([C:11]2[C:12]([CH3:56])([CH3:55])[C@H:13]3[C@:26]([CH3:29])([CH2:27][CH:28]=2)[C@@H:25]2[C@:16]([CH3:54])([C@@:17]4([CH3:53])[C@H:22]([CH2:23][CH2:24]2)[C@H:21]2[C@H:30]([C:33]([CH3:35])=[CH2:34])[CH2:31][CH2:32][C@:20]2([C:36]([NH:38][CH2:39][CH2:40][C:41]([N:43]2[CH2:48][CH2:47][CH:46]([C:49]([O:51]C)=[O:50])[CH2:45][CH2:44]2)=[O:42])=[O:37])[CH2:19][CH2:18]4)[CH2:15][CH2:14]3)=[CH:7][CH:6]=1)=[O:4].[OH-].[Na+]. (4) Given the product [Cl:14][C:15]1[CH:22]=[CH:21][C:18]([CH2:19][N:4]2[CH:5]=[C:6]([C:8]3[CH:9]=[CH:10][CH:11]=[CH:12][CH:13]=3)[N:7]=[C:3]2[CH3:2])=[CH:17][CH:16]=1, predict the reactants needed to synthesize it. The reactants are: Cl.[CH3:2][C:3]1[NH:4][CH:5]=[C:6]([C:8]2[CH:13]=[CH:12][CH:11]=[CH:10][CH:9]=2)[N:7]=1.[Cl:14][C:15]1[CH:22]=[CH:21][C:18]([CH2:19]Br)=[CH:17][CH:16]=1.[H-].[Na+]. (5) Given the product [Cl:1][C:2]1[C:3]([O:14][C@H:15]2[CH2:16][CH2:17][C@@H:18]([C:21]([F:22])([F:23])[F:24])[CH2:19][CH2:20]2)=[CH:4][CH:5]=[C:6]2[C:11]=1[CH:10]=[C:9]([CH2:12][N:43]1[CH2:48][CH2:47][CH:46]([C:49]([O:51][CH2:52][CH3:53])=[O:50])[CH2:45][CH2:44]1)[CH:8]=[CH:7]2, predict the reactants needed to synthesize it. The reactants are: [Cl:1][C:2]1[C:3]([O:14][C@H:15]2[CH2:20][CH2:19][C@@H:18]([C:21]([F:24])([F:23])[F:22])[CH2:17][CH2:16]2)=[CH:4][CH:5]=[C:6]2[C:11]=1[CH:10]=[C:9]([CH:12]=O)[CH:8]=[CH:7]2.[BH-](OC(C)=O)(OC(C)=O)OC(C)=O.[Na+].CC(O)=O.[NH:43]1[CH2:48][CH2:47][CH:46]([C:49]([O:51][CH2:52][CH3:53])=[O:50])[CH2:45][CH2:44]1. (6) Given the product [Cl:15][C:16]1[CH:17]=[C:18]([CH:19]=[CH:20][CH:21]=1)[O:14][C:11]1[CH:12]=[CH:13][C:8]([C:7]2[C:2]([NH2:1])=[N:3][CH:4]=[CH:5][CH:6]=2)=[CH:9][CH:10]=1, predict the reactants needed to synthesize it. The reactants are: [NH2:1][C:2]1[C:7]([C:8]2[CH:13]=[CH:12][C:11]([OH:14])=[CH:10][CH:9]=2)=[CH:6][CH:5]=[CH:4][N:3]=1.[Cl:15][C:16]1[CH:21]=[CH:20][CH:19]=[C:18](I)[CH:17]=1.N1C=CC=CC=1C.P([O-])([O-])([O-])=O.[K+].[K+].[K+].